Dataset: Reaction yield outcomes from USPTO patents with 853,638 reactions. Task: Predict the reaction yield, written as a fraction of the theoretical maximum amount of product (1.0 means a 100% yield; for example, 0.34 means a 34% yield). (1) The reactants are [CH3:1][C@@H:2]1[O:7][C@H:6]([CH3:8])[CH2:5][NH:4][C@@H:3]1[C:9]1[CH:14]=[CH:13][CH:12]=[CH:11][CH:10]=1.Cl[C:16]1[N:17]=[CH:18][C:19]2[O:20][CH2:21][C:22](=[O:26])[NH:23][C:24]=2[N:25]=1. No catalyst specified. The product is [CH3:1][C@H:2]1[C@@H:3]([C:9]2[CH:14]=[CH:13][CH:12]=[CH:11][CH:10]=2)[N:4]([C:16]2[N:17]=[CH:18][C:19]3[O:20][CH2:21][C:22](=[O:26])[NH:23][C:24]=3[N:25]=2)[CH2:5][C@@H:6]([CH3:8])[O:7]1. The yield is 0.210. (2) The reactants are [C:1]1([CH:8]=[CH:7][CH:6]=[C:4]([OH:5])[CH:3]=1)[OH:2].O[CH:10]([C:14]1[CH:19]=CC=[CH:16][CH:15]=1)[C:11]([OH:13])=O.B(F)(F)F.CC[O:26][CH2:27][CH3:28].[CH3:29]S(Cl)(=O)=O. The catalyst is CCOCC.CCCCCC.CN(C)C=O. The product is [CH:15]1[C:14]([C:10]2[C:11](=[O:13])[C:8]3[CH:7]=[CH:6][C:4]([OH:5])=[CH:3][C:1]=3[O:2][CH:29]=2)=[CH:19][CH:28]=[C:27]([OH:26])[CH:16]=1. The yield is 0.440.